From a dataset of Forward reaction prediction with 1.9M reactions from USPTO patents (1976-2016). Predict the product of the given reaction. (1) The product is: [CH2:24]([O:26][CH:27]1[CH2:28][CH2:29][N:30]([C:33]([C:35]2[CH:36]=[C:37]([CH2:42][C:43]([C:5]3[C:6]([C:7]([O:9][CH3:10])=[O:8])=[C:2]([CH3:1])[NH:3][C:4]=3[CH3:11])=[O:44])[CH:38]=[CH:39][C:40]=2[F:41])=[O:34])[CH2:31][CH2:32]1)[CH3:25]. Given the reactants [CH3:1][C:2]1[NH:3][C:4]([CH3:11])=[CH:5][C:6]=1[C:7]([O:9][CH3:10])=[O:8].[Cl-].[Cl-].[Cl-].[Al+3].ClC(N(C)C)=C(C)C.[CH2:24]([O:26][CH:27]1[CH2:32][CH2:31][N:30]([C:33]([C:35]2[CH:36]=[C:37]([CH2:42][C:43](O)=[O:44])[CH:38]=[CH:39][C:40]=2[F:41])=[O:34])[CH2:29][CH2:28]1)[CH3:25].Cl, predict the reaction product. (2) The product is: [Si:1]([O:8][C@H:9]([C@H:11]([NH:29][C:30](=[O:36])[O:31][C:32]([CH3:33])([CH3:35])[CH3:34])[C@@H:12]([OH:28])/[CH:13]=[CH:14]/[CH2:15][CH2:16][CH2:17][CH2:18][CH2:19][CH2:20][CH2:21][CH2:22][CH2:23][CH2:24][CH2:25][CH2:26][CH3:27])[CH3:10])([C:4]([CH3:5])([CH3:6])[CH3:7])([CH3:3])[CH3:2]. Given the reactants [Si:1]([O:8][C@H:9]([C@H:11]([NH:29][C:30](=[O:36])[O:31][C:32]([CH3:35])([CH3:34])[CH3:33])[C:12](=[O:28])/[CH:13]=[CH:14]/[CH2:15][CH2:16][CH2:17][CH2:18][CH2:19][CH2:20][CH2:21][CH2:22][CH2:23][CH2:24][CH2:25][CH2:26][CH3:27])[CH3:10])([C:4]([CH3:7])([CH3:6])[CH3:5])([CH3:3])[CH3:2].CCC(C)[BH-](C(C)CC)C(C)CC.[Li+], predict the reaction product. (3) Given the reactants [F:1][C:2]([F:9])([F:8])[C:3]1[N:7]=[CH:6][NH:5][N:4]=1.[CH2:10]=[O:11], predict the reaction product. The product is: [F:1][C:2]([F:9])([F:8])[C:3]1[N:7]=[CH:6][N:5]([CH2:10][OH:11])[N:4]=1. (4) Given the reactants Cl[C:2]1[N:7]=[CH:6][C:5]([NH2:8])=[CH:4][C:3]=1[C:9]([F:12])([F:11])[F:10].C1C=CC(P(C2C=CC=CC=2)CCCP(C2C=CC=CC=2)C2C=CC=CC=2)=CC=1.[CH:42]([O:44]CCCC)=[CH2:43].C([O-])(O)=O.[Na+], predict the reaction product. The product is: [NH2:8][C:5]1[CH:4]=[C:3]([C:9]([F:12])([F:11])[F:10])[C:2]([C:42](=[O:44])[CH3:43])=[N:7][CH:6]=1. (5) Given the reactants [Br:1][C:2]1[CH:7]=[CH:6][C:5]([NH:8][C:9]2[C:10]([C:20]([NH:22][O:23][CH2:24][CH2:25][O:26][C:27](=[O:33])[CH:28]([NH2:32])[CH:29]([CH3:31])[CH3:30])=[O:21])=[CH:11][C:12]3[N:16]([CH3:17])[CH:15]=[N:14][C:13]=3[C:18]=2[F:19])=[C:4]([Cl:34])[CH:3]=1.Cl, predict the reaction product. The product is: [ClH:34].[Br:1][C:2]1[CH:7]=[CH:6][C:5]([NH:8][C:9]2[C:10]([C:20]([NH:22][O:23][CH2:24][CH2:25][O:26][C:27](=[O:33])[CH:28]([NH2:32])[CH:29]([CH3:31])[CH3:30])=[O:21])=[CH:11][C:12]3[N:16]([CH3:17])[CH:15]=[N:14][C:13]=3[C:18]=2[F:19])=[C:4]([Cl:34])[CH:3]=1. (6) Given the reactants [OH:1][C:2]1[CH:7]=[CH:6][C:5]([CH2:8][C:9]([OH:11])=O)=[CH:4][CH:3]=1.CN(C(ON1N=NC2C=CC=NC1=2)=[N+](C)C)C.F[P-](F)(F)(F)(F)F.[CH3:36][C:37]1[CH:42]=[C:41]([CH3:43])[CH:40]=[CH:39][C:38]=1[CH:44]([C:46]1[CH:51]=[CH:50][CH:49]=[CH:48][CH:47]=1)[NH2:45].CN1CCOCC1, predict the reaction product. The product is: [CH3:36][C:37]1[CH:42]=[C:41]([CH3:43])[CH:40]=[CH:39][C:38]=1[CH:44]([C:46]1[CH:51]=[CH:50][CH:49]=[CH:48][CH:47]=1)[NH:45][C:9](=[O:11])[CH2:8][C:5]1[CH:4]=[CH:3][C:2]([OH:1])=[CH:7][CH:6]=1. (7) The product is: [CH3:10][Si:11]([CH3:18])([CH3:17])[CH2:12][CH2:13][O:14][CH2:15][N:1]1[CH:5]=[C:4]([CH:6]=[O:7])[N:3]=[CH:2]1. Given the reactants [NH:1]1[CH:5]=[C:4]([CH:6]=[O:7])[N:3]=[CH:2]1.[H-].[Na+].[CH3:10][Si:11]([CH3:18])([CH3:17])[CH2:12][CH2:13][O:14][CH2:15]Cl, predict the reaction product. (8) Given the reactants Br[C:2]1[C:3]([NH:14][C:15]2[C:24]3[C:19](=[CH:20][C:21]([F:26])=[CH:22][C:23]=3[F:25])[N:18]=[C:17]([C:27]3[CH:32]=[CH:31][CH:30]=[CH:29][N:28]=3)[C:16]=2[CH3:33])=[CH:4][C:5]([N:8]2[CH2:13][CH2:12][O:11][CH2:10][CH2:9]2)=[N:6][CH:7]=1.[CH3:34][C:35]1([CH3:47])[CH2:37][CH:36]1B1OC(C)(C)C(C)(C)O1.C1(P(C2CCCCC2)C2CCCCC2)CCCCC1.[O-]P([O-])([O-])=O.[K+].[K+].[K+], predict the reaction product. The product is: [CH3:34][C:35]1([CH3:47])[CH2:37][CH:36]1[C:2]1[C:3]([NH:14][C:15]2[C:24]3[C:19](=[CH:20][C:21]([F:26])=[CH:22][C:23]=3[F:25])[N:18]=[C:17]([C:27]3[CH:32]=[CH:31][CH:30]=[CH:29][N:28]=3)[C:16]=2[CH3:33])=[CH:4][C:5]([N:8]2[CH2:13][CH2:12][O:11][CH2:10][CH2:9]2)=[N:6][CH:7]=1.